Dataset: NCI-60 drug combinations with 297,098 pairs across 59 cell lines. Task: Regression. Given two drug SMILES strings and cell line genomic features, predict the synergy score measuring deviation from expected non-interaction effect. (1) Drug 1: C1=CC(=CC=C1CCC2=CNC3=C2C(=O)NC(=N3)N)C(=O)NC(CCC(=O)O)C(=O)O. Drug 2: CCC1(C2=C(COC1=O)C(=O)N3CC4=CC5=C(C=CC(=C5CN(C)C)O)N=C4C3=C2)O.Cl. Cell line: SK-MEL-28. Synergy scores: CSS=11.5, Synergy_ZIP=-4.28, Synergy_Bliss=0.271, Synergy_Loewe=-0.304, Synergy_HSA=-0.138. (2) Drug 1: CN(C)N=NC1=C(NC=N1)C(=O)N. Drug 2: CCC1(C2=C(COC1=O)C(=O)N3CC4=CC5=C(C=CC(=C5CN(C)C)O)N=C4C3=C2)O.Cl. Cell line: CAKI-1. Synergy scores: CSS=32.5, Synergy_ZIP=-8.92, Synergy_Bliss=-2.77, Synergy_Loewe=-0.947, Synergy_HSA=-0.499. (3) Drug 1: CN1CCC(CC1)COC2=C(C=C3C(=C2)N=CN=C3NC4=C(C=C(C=C4)Br)F)OC. Drug 2: CC1CCC2CC(C(=CC=CC=CC(CC(C(=O)C(C(C(=CC(C(=O)CC(OC(=O)C3CCCCN3C(=O)C(=O)C1(O2)O)C(C)CC4CCC(C(C4)OC)OCCO)C)C)O)OC)C)C)C)OC. Cell line: OVCAR-8. Synergy scores: CSS=17.6, Synergy_ZIP=0.229, Synergy_Bliss=-1.39, Synergy_Loewe=-5.37, Synergy_HSA=0.988.